This data is from Full USPTO retrosynthesis dataset with 1.9M reactions from patents (1976-2016). The task is: Predict the reactants needed to synthesize the given product. (1) Given the product [O:45]=[C:44]([NH:47][C:48]1[CH:49]=[CH:50][C:51]([C:52]([O:54][CH3:55])=[O:53])=[CH:56][CH:57]=1)[CH2:43][CH2:42][C:41]1[CH:40]=[N:39][N:38]2[C:33]([N:26]([CH3:25])[C:27]3[CH:32]=[CH:31][CH:30]=[CH:29][CH:28]=3)=[N:34][CH:35]=[N:36][C:37]=12, predict the reactants needed to synthesize it. The reactants are: N1(OC(N(C)C)=[N+](C)C)C2C=CC=CC=2N=N1.CN1CCOCC1.[CH3:25][N:26]([C:33]1[N:38]2[N:39]=[CH:40][C:41]([CH2:42][CH2:43][C:44](O)=[O:45])=[C:37]2[N:36]=[CH:35][N:34]=1)[C:27]1[CH:32]=[CH:31][CH:30]=[CH:29][CH:28]=1.[NH2:47][C:48]1[CH:57]=[CH:56][C:51]([C:52]([O:54][CH3:55])=[O:53])=[CH:50][CH:49]=1. (2) Given the product [Cl:22][C:11]1[C:12]2[S:17][CH:16]=[CH:15][C:13]=2[N:14]=[C:9]([C:5]2[CH:6]=[C:7]([F:8])[C:2]([Cl:1])=[CH:3][C:4]=2[F:19])[N:10]=1, predict the reactants needed to synthesize it. The reactants are: [Cl:1][C:2]1[C:7]([F:8])=[CH:6][C:5]([C:9]2[NH:14][C:13]3[CH:15]=[CH:16][S:17][C:12]=3[C:11](=O)[N:10]=2)=[C:4]([F:19])[CH:3]=1.P(Cl)(Cl)([Cl:22])=O. (3) Given the product [C:1]([O:4][C:5]1[CH:16]=[CH:15][C:8]2[S:9][CH:10]=[C:11]([C:12]([Cl:19])=[O:13])[C:7]=2[CH:6]=1)(=[O:3])[CH3:2], predict the reactants needed to synthesize it. The reactants are: [C:1]([O:4][C:5]1[CH:16]=[CH:15][C:8]2[S:9][CH:10]=[C:11]([C:12](O)=[O:13])[C:7]=2[CH:6]=1)(=[O:3])[CH3:2].S(Cl)([Cl:19])=O.